Dataset: Forward reaction prediction with 1.9M reactions from USPTO patents (1976-2016). Task: Predict the product of the given reaction. (1) Given the reactants [Br:1][C:2]1[CH:7]=[CH:6][C:5]([C:8]2[O:9][C:10]([CH3:20])=[C:11]([CH2:13][CH2:14]OS(C)(=O)=O)[N:12]=2)=[CH:4][CH:3]=1.C(=O)([O-])[O-].[K+].[K+].[I-].[K+].CC1C=CC(S(O)(=O)=O)=CC=1.[CH3:40][O:41][C@H:42]1[CH2:46][CH2:45][NH:44][CH2:43]1, predict the reaction product. The product is: [Br:1][C:2]1[CH:7]=[CH:6][C:5]([C:8]2[O:9][C:10]([CH3:20])=[C:11]([CH2:13][CH2:14][N:44]3[CH2:45][CH2:46][C@H:42]([O:41][CH3:40])[CH2:43]3)[N:12]=2)=[CH:4][CH:3]=1. (2) The product is: [C:1]([C:5]1[CH:42]=[CH:41][C:8]([C:9]([N:11]2[C@@H:15]([C:16]3[S:17][CH:18]=[CH:19][N:20]=3)[C@@H:14]([C:21]3[CH:26]=[N:25][CH:24]=[CH:23][N:22]=3)[CH2:13][C@:12]2([CH2:34][C:35]2[CH:40]=[CH:39][CH:38]=[CH:37][N:36]=2)[C:27]([OH:29])=[O:28])=[O:10])=[CH:7][C:6]=1[O:43][CH3:44])([CH3:4])([CH3:2])[CH3:3]. Given the reactants [C:1]([C:5]1[CH:42]=[CH:41][C:8]([C:9]([N:11]2[C@@H:15]([C:16]3[S:17][CH:18]=[CH:19][N:20]=3)[C@@H:14]([C:21]3[CH:26]=[N:25][CH:24]=[CH:23][N:22]=3)[CH2:13][C@:12]2([CH2:34][C:35]2[CH:40]=[CH:39][CH:38]=[CH:37][N:36]=2)[C:27]([O:29]C(C)(C)C)=[O:28])=[O:10])=[CH:7][C:6]=1[O:43][CH3:44])([CH3:4])([CH3:3])[CH3:2].C(O)(C(F)(F)F)=O, predict the reaction product.